From a dataset of Full USPTO retrosynthesis dataset with 1.9M reactions from patents (1976-2016). Predict the reactants needed to synthesize the given product. Given the product [CH3:7][O:8][CH2:9][CH2:10][CH2:11][N:12]1[CH2:13][CH2:14][CH:15]([CH2:18][NH2:20])[CH2:16][CH2:17]1, predict the reactants needed to synthesize it. The reactants are: [H-].[Al+3].[Li+].[H-].[H-].[H-].[CH3:7][O:8][CH2:9][CH2:10][CH2:11][N:12]1[CH2:17][CH2:16][CH:15]([C:18]([NH2:20])=O)[CH2:14][CH2:13]1.O.[OH-].[Na+].